The task is: Regression. Given two drug SMILES strings and cell line genomic features, predict the synergy score measuring deviation from expected non-interaction effect.. This data is from NCI-60 drug combinations with 297,098 pairs across 59 cell lines. (1) Synergy scores: CSS=51.2, Synergy_ZIP=-1.04, Synergy_Bliss=-3.09, Synergy_Loewe=-12.6, Synergy_HSA=-5.11. Drug 2: CNC(=O)C1=NC=CC(=C1)OC2=CC=C(C=C2)NC(=O)NC3=CC(=C(C=C3)Cl)C(F)(F)F. Drug 1: CN1CCC(CC1)COC2=C(C=C3C(=C2)N=CN=C3NC4=C(C=C(C=C4)Br)F)OC. Cell line: KM12. (2) Drug 1: CCCS(=O)(=O)NC1=C(C(=C(C=C1)F)C(=O)C2=CNC3=C2C=C(C=N3)C4=CC=C(C=C4)Cl)F. Drug 2: CC1=CC2C(CCC3(C2CCC3(C(=O)C)OC(=O)C)C)C4(C1=CC(=O)CC4)C. Cell line: HT29. Synergy scores: CSS=49.1, Synergy_ZIP=6.19, Synergy_Bliss=4.89, Synergy_Loewe=-16.2, Synergy_HSA=4.26. (3) Drug 1: CC1CCC2CC(C(=CC=CC=CC(CC(C(=O)C(C(C(=CC(C(=O)CC(OC(=O)C3CCCCN3C(=O)C(=O)C1(O2)O)C(C)CC4CCC(C(C4)OC)OCCO)C)C)O)OC)C)C)C)OC. Drug 2: CC1C(C(CC(O1)OC2CC(CC3=C2C(=C4C(=C3O)C(=O)C5=C(C4=O)C(=CC=C5)OC)O)(C(=O)CO)O)N)O.Cl. Cell line: UACC62. Synergy scores: CSS=45.3, Synergy_ZIP=-6.19, Synergy_Bliss=-3.60, Synergy_Loewe=-0.861, Synergy_HSA=0.471.